Predict the product of the given reaction. From a dataset of Forward reaction prediction with 1.9M reactions from USPTO patents (1976-2016). (1) Given the reactants [CH2:1]([C@:3]1([OH:19])[CH2:7][CH2:6][N:5](C(OCC2C=CC=CC=2)=O)[C@H:4]1[CH3:18])[CH3:2], predict the reaction product. The product is: [CH2:1]([C@:3]1([OH:19])[CH2:7][CH2:6][NH:5][C@H:4]1[CH3:18])[CH3:2]. (2) Given the reactants O=C[C@@H]([C@@H]([C@@H](CO)O)O)O.[OH:11][CH2:12][C@@H:13]([C@H:15]([C@@H:17]([C@@H:19]([CH2:21]O)[OH:20])[OH:18])[OH:16])[OH:14], predict the reaction product. The product is: [O:11]=[CH:12][C@@H:13]([C@@H:15]([C@H:17]([C@H:19]([CH3:21])[OH:20])[OH:18])[OH:16])[OH:14]. (3) Given the reactants [CH3:1][C:2]1[CH:7]=[CH:6][C:5]([C:8]2[CH:13]=[CH:12][CH:11]=[CH:10][C:9]=2[N+:14]([O-])=O)=[CH:4][CH:3]=1.P(OCC)(OCC)(OCC)=O, predict the reaction product. The product is: [CH3:1][C:2]1[CH:7]=[CH:6][C:5]2[C:8]3[C:9](=[CH:10][CH:11]=[CH:12][CH:13]=3)[NH:14][C:4]=2[CH:3]=1.